Dataset: Full USPTO retrosynthesis dataset with 1.9M reactions from patents (1976-2016). Task: Predict the reactants needed to synthesize the given product. (1) Given the product [CH3:30][C:29]1[CH:28]=[C:27]([CH3:31])[NH:26][C:25](=[O:32])[C:24]=1[CH2:23][NH:22][C:17]([C:8]1[CH:9]=[C:10]([S:13]([CH3:16])(=[O:15])=[O:14])[CH:11]=[C:12]2[C:7]=1[N:6]([CH3:20])[CH:5]=[C:4]2[CH:1]([CH3:2])[CH3:3])=[O:18], predict the reactants needed to synthesize it. The reactants are: [CH:1]([C:4]1[C:12]2[C:7](=[C:8]([C:17](O)=[O:18])[CH:9]=[C:10]([S:13]([CH3:16])(=[O:15])=[O:14])[CH:11]=2)[N:6]([CH3:20])[CH:5]=1)([CH3:3])[CH3:2].Cl.[NH2:22][CH2:23][C:24]1[C:25](=[O:32])[NH:26][C:27]([CH3:31])=[CH:28][C:29]=1[CH3:30].ON1C2N=CC=CC=2N=N1.CN1CCOCC1.C(Cl)CCl.C(=O)([O-])[O-].[K+].[K+]. (2) Given the product [CH2:16]([CH:18]([C:21]1[N:26]2[N:27]=[C:28]([CH3:31])[C:29]([C:3]3[S:4][C:5]4[C:6](=[N:7][CH:8]=[CH:9][CH:10]=4)[C:2]=3[CH3:1])=[C:25]2[N:24]=[C:23]([CH3:32])[CH:22]=1)[CH2:19][CH3:20])[CH3:17], predict the reactants needed to synthesize it. The reactants are: [CH3:1][C:2]1[C:6]2=[N:7][CH:8]=[CH:9][CH:10]=[C:5]2[S:4][CH:3]=1.C([Li])CCC.[CH2:16]([CH:18]([C:21]1[N:26]2[N:27]=[C:28]([CH3:31])[C:29](I)=[C:25]2[N:24]=[C:23]([CH3:32])[CH:22]=1)[CH2:19][CH3:20])[CH3:17]. (3) Given the product [Cl:12][CH2:13][C:14]([C:3]1[CH:4]=[C:5]2[C:9](=[CH:10][C:2]=1[Cl:1])[NH:8][C:7](=[O:11])[CH2:6]2)=[O:15], predict the reactants needed to synthesize it. The reactants are: [Cl:1][C:2]1[CH:10]=[C:9]2[C:5]([CH2:6][C:7](=[O:11])[NH:8]2)=[CH:4][CH:3]=1.[Cl:12][CH2:13][C:14](Cl)=[O:15]. (4) Given the product [ClH:27].[NH2:13][C@@H:10]1[CH2:11][CH2:12][N:8]([CH:5]2[CH2:6][CH2:7][C:2]([C:21]3[CH:26]=[CH:25][CH:24]=[CH:23][N:22]=3)([OH:1])[CH2:3][CH2:4]2)[CH2:9]1, predict the reactants needed to synthesize it. The reactants are: [OH:1][C:2]1([C:21]2[CH:26]=[CH:25][CH:24]=[CH:23][N:22]=2)[CH2:7][CH2:6][CH:5]([N:8]2[CH2:12][CH2:11][C@@H:10]([NH:13]C(=O)OC(C)(C)C)[CH2:9]2)[CH2:4][CH2:3]1.[ClH:27].